Dataset: Full USPTO retrosynthesis dataset with 1.9M reactions from patents (1976-2016). Task: Predict the reactants needed to synthesize the given product. Given the product [Cl:1][C:2]1[CH:3]=[CH:4][C:5]2[N:11]3[CH:12]=[CH:13][CH:14]=[C:10]3[C@@H:9]([CH2:15][CH2:16][C:17]([N:19]3[CH2:20][CH2:21][CH:22]([CH2:25][C:26]([OH:28])=[O:27])[CH2:23][CH2:24]3)=[O:18])[O:8][C@H:7]([C:31]3[CH:36]=[CH:35][CH:34]=[C:33]([O:37][CH3:38])[C:32]=3[O:39][CH3:40])[C:6]=2[CH:41]=1, predict the reactants needed to synthesize it. The reactants are: [Cl:1][C:2]1[CH:3]=[CH:4][C:5]2[N:11]3[CH:12]=[CH:13][CH:14]=[C:10]3[C@@H:9]([CH2:15][CH2:16][C:17]([N:19]3[CH2:24][CH2:23][CH:22]([CH2:25][C:26]([O:28]CC)=[O:27])[CH2:21][CH2:20]3)=[O:18])[O:8][C@H:7]([C:31]3[CH:36]=[CH:35][CH:34]=[C:33]([O:37][CH3:38])[C:32]=3[O:39][CH3:40])[C:6]=2[CH:41]=1.C(=O)([O-])[O-].[K+].[K+].Cl.